Dataset: Full USPTO retrosynthesis dataset with 1.9M reactions from patents (1976-2016). Task: Predict the reactants needed to synthesize the given product. Given the product [CH2:1]([N:8]1[CH2:9][CH2:10][CH:11]([CH2:14][C:15]2[CH:16]=[CH:17][C:18]([C:19]#[N:20])=[CH:21][CH:22]=2)[CH2:12][CH2:13]1)[C:2]1[CH:3]=[CH:4][CH:5]=[CH:6][CH:7]=1, predict the reactants needed to synthesize it. The reactants are: [CH2:1]([N:8]1[CH2:13][CH2:12][C:11](=[CH:14][C:15]2[CH:22]=[CH:21][C:18]([C:19]#[N:20])=[CH:17][CH:16]=2)[CH2:10][CH2:9]1)[C:2]1[CH:7]=[CH:6][CH:5]=[CH:4][CH:3]=1.